This data is from Full USPTO retrosynthesis dataset with 1.9M reactions from patents (1976-2016). The task is: Predict the reactants needed to synthesize the given product. (1) Given the product [CH:23]1([C:28]([CH:11]2[CH2:12][NH:13][CH2:14][CH2:15][N:10]2[C:7]2[CH:6]=[CH:5][C:4]([CH3:3])=[CH:9][CH:8]=2)=[O:29])[CH2:27][CH2:26][CH2:25][CH2:24]1, predict the reactants needed to synthesize it. The reactants are: Cl.Cl.[CH3:3][C:4]1[CH:9]=[CH:8][C:7]([N:10]2[CH2:15][CH2:14][NH:13][CH2:12][CH2:11]2)=[CH:6][CH:5]=1.CCN(CC)CC.[CH:23]1([C:28](Cl)=[O:29])[CH2:27][CH2:26][CH2:25][CH2:24]1. (2) Given the product [CH2:3]([N:5]1[C:6]2[N:7]=[C:8]([S:15][CH3:16])[N:9]=[C:10]([CH3:14])[C:11]=2[CH:12]=[C:22]([C:21]2[NH:17][CH:18]=[N:19][CH:20]=2)[C:23]1=[NH:24])[CH3:4], predict the reactants needed to synthesize it. The reactants are: [OH-].[K+].[CH2:3]([NH:5][C:6]1[C:11]([CH:12]=O)=[C:10]([CH3:14])[N:9]=[C:8]([S:15][CH3:16])[N:7]=1)[CH3:4].[NH:17]1[C:21]([CH2:22][C:23]#[N:24])=[CH:20][N:19]=[CH:18]1. (3) Given the product [CH2:30]([O:23][C:22](=[O:24])[C:21]1[CH:25]=[CH:26][C:18]([NH:17][C:15]([C:10]2[C:9]([C:6]3[CH:5]=[CH:4][C:3]([C:2]([F:27])([F:28])[F:1])=[CH:8][CH:7]=3)=[CH:14][CH:13]=[CH:12][CH:11]=2)=[O:16])=[CH:19][CH:20]=1)[CH3:31], predict the reactants needed to synthesize it. The reactants are: [F:1][C:2]([F:28])([F:27])[C:3]1[CH:8]=[CH:7][C:6]([C:9]2[C:10]([C:15]([NH:17][C:18]3[CH:26]=[CH:25][C:21]([C:22]([OH:24])=[O:23])=[CH:20][CH:19]=3)=[O:16])=[CH:11][CH:12]=[CH:13][CH:14]=2)=[CH:5][CH:4]=1.F[C:30](F)(F)[CH2:31]NC(C1(CCO)C2C=CC=CC=2C2C1=CC=CC=2)=O. (4) Given the product [C:17]([OH:24])(=[O:23])/[CH:18]=[CH:19]/[C:20]([OH:22])=[O:21].[N:1]1([C:9]2[CH:10]=[N:11][CH:12]=[C:13]([CH:16]=2)[C:14]#[N:15])[CH2:5][CH2:4][C@@H:3]2[CH2:6][NH:7][CH2:8][C@H:2]12, predict the reactants needed to synthesize it. The reactants are: [N:1]1([C:9]2[CH:10]=[N:11][CH:12]=[C:13]([CH:16]=2)[C:14]#[N:15])[CH2:5][CH2:4][C@@H:3]2[CH2:6][NH:7][CH2:8][C@H:2]12.[C:17]([OH:24])(=[O:23])/[CH:18]=[CH:19]/[C:20]([OH:22])=[O:21].